This data is from Reaction yield outcomes from USPTO patents with 853,638 reactions. The task is: Predict the reaction yield, written as a fraction of the theoretical maximum amount of product (1.0 means a 100% yield; for example, 0.34 means a 34% yield). The reactants are [Cl-].O[NH3+:3].[C:4](=[O:7])([O-])[OH:5].[Na+].CS(C)=O.[CH2:13]([C:17]1[N:18]=[C:19]([CH3:56])[N:20]([C:39]2[CH:40]=[C:41]3[C:45](=[CH:46][CH:47]=2)[CH2:44][CH2:43][CH:42]3[O:48][Si:49]([C:52]([CH3:55])([CH3:54])[CH3:53])([CH3:51])[CH3:50])[C:21](=[O:38])[C:22]=1[CH2:23][C:24]1[CH:29]=[CH:28][C:27]([C:30]2[C:31]([C:36]#[N:37])=[CH:32][CH:33]=[CH:34][CH:35]=2)=[CH:26][CH:25]=1)[CH2:14][CH2:15][CH3:16]. The catalyst is O.C(OCC)(=O)C. The product is [CH2:13]([C:17]1[N:18]=[C:19]([CH3:56])[N:20]([C:39]2[CH:40]=[C:41]3[C:45](=[CH:46][CH:47]=2)[CH2:44][CH2:43][CH:42]3[O:48][Si:49]([C:52]([CH3:55])([CH3:54])[CH3:53])([CH3:51])[CH3:50])[C:21](=[O:38])[C:22]=1[CH2:23][C:24]1[CH:25]=[CH:26][C:27]([C:30]2[CH:35]=[CH:34][CH:33]=[CH:32][C:31]=2[C:36]2[NH:3][C:4](=[O:7])[O:5][N:37]=2)=[CH:28][CH:29]=1)[CH2:14][CH2:15][CH3:16]. The yield is 0.420.